From a dataset of Reaction yield outcomes from USPTO patents with 853,638 reactions. Predict the reaction yield, written as a fraction of the theoretical maximum amount of product (1.0 means a 100% yield; for example, 0.34 means a 34% yield). (1) The reactants are [N:1]1([C:7]2[CH:8]=[C:9]([C:17]([O:19][CH3:20])=[O:18])[C:10]3[NH:14][C:13](=O)[NH:12][C:11]=3[CH:16]=2)[CH2:6][CH2:5][O:4][CH2:3][CH2:2]1.CN(C)C1C=CC=CC=1.O=P(Cl)(Cl)[Cl:32]. No catalyst specified. The product is [Cl:32][C:13]1[NH:14][C:10]2[C:9]([C:17]([O:19][CH3:20])=[O:18])=[CH:8][C:7]([N:1]3[CH2:6][CH2:5][O:4][CH2:3][CH2:2]3)=[CH:16][C:11]=2[N:12]=1. The yield is 0.230. (2) The reactants are [CH3:1][O:2][CH:3]=[CH:4][C:5]([O:7][Si](C)(C)C)=[CH2:6].[C:12]([O:16][CH2:17][CH3:18])(=[O:15])C=O.O.FC(F)(F)C(O)=O. The catalyst is C1COCC1.C1(C)C=CC=CC=1. The product is [CH2:17]([O:16][C:12]([CH:1]1[CH2:6][C:5](=[O:7])[CH:4]=[CH:3][O:2]1)=[O:15])[CH3:18]. The yield is 1.00. (3) The reactants are Cl[C:2]1[C:7]([OH:8])=[CH:6][CH:5]=[C:4]([CH3:9])[N:3]=1.[CH3:10][O-:11].[Na+].CO.O. The catalyst is C(O)(=O)C. The product is [CH3:10][O:11][C:2]1[C:7]([OH:8])=[CH:6][CH:5]=[C:4]([CH3:9])[N:3]=1. The yield is 0.481. (4) The reactants are [F:1][C:2]1[C:15]([F:16])=[CH:14][CH:13]=[CH:12][C:3]=1[O:4][C:5]1[CH:11]=[CH:10][C:8](N)=[CH:7][CH:6]=1.Cl.N([O-])=O.[Na+].NC(N)=O.[Na+].[I-:27]. The catalyst is O. The product is [F:16][C:15]1[CH:14]=[CH:13][CH:12]=[C:3]([O:4][C:5]2[CH:11]=[CH:10][C:8]([I:27])=[CH:7][CH:6]=2)[C:2]=1[F:1]. The yield is 0.790. (5) The reactants are I[C:2]1[CH:12]=[C:11]([C:13]([F:16])([F:15])[F:14])[CH:10]=[CH:9][C:3]=1[C:4]([O:6][CH2:7][CH3:8])=[O:5].[CH2:17]([C@@H:24]1[C@@H:33]([OH:34])[C:32]2[C:27](=[CH:28][C:29](B(O)O)=[CH:30][CH:31]=2)[O:26][CH2:25]1)[C:18]1[CH:23]=[CH:22][CH:21]=[CH:20][CH:19]=1.[F-].[K+].C(O)C. The catalyst is [Pd].C(OC(C)C)(C)C.C1(C)C=CC=CC=1.C(O)(=O)C. The product is [CH2:7]([O:6][C:4](=[O:5])[C:3]1[CH:9]=[CH:10][C:11]([C:13]([F:16])([F:15])[F:14])=[CH:12][C:2]=1[C:29]1[CH:28]=[C:27]2[C:32]([C@H:33]([OH:34])[C@@H:24]([CH2:17][C:18]3[CH:23]=[CH:22][CH:21]=[CH:20][CH:19]=3)[CH2:25][O:26]2)=[CH:31][CH:30]=1)[CH3:8]. The yield is 0.920. (6) The reactants are II.[Br:3][C:4]1[CH:5]=[C:6]([C:10]([C:12]2[CH:17]=[CH:16][C:15]([O:18][CH:19]([F:21])[F:20])=[C:14]([CH3:22])[CH:13]=2)=[CH2:11])[CH:7]=[CH:8][CH:9]=1.C([N:25](CC)CC)C.[C:30]([O:33]CC)(=[O:32])C. The catalyst is C(#N)C.[Ag]N=C=O. The product is [Br:3][C:4]1[CH:5]=[C:6]([C:10]2([C:12]3[CH:17]=[CH:16][C:15]([O:18][CH:19]([F:20])[F:21])=[C:14]([CH3:22])[CH:13]=3)[CH2:11][O:33][C:30](=[O:32])[NH:25]2)[CH:7]=[CH:8][CH:9]=1. The yield is 0.670. (7) The reactants are Br[C:2]1[CH:3]=[C:4]([CH:9]=[CH:10][C:11]=1[CH2:12][NH:13][CH2:14][CH2:15][OH:16])[C:5]([O:7][CH3:8])=[O:6].C([O-])([O-])=O.[K+].[K+]. The catalyst is [Cu]I.C(O)(C)C. The product is [O:16]1[C:2]2[CH:3]=[C:4]([C:5]([O:7][CH3:8])=[O:6])[CH:9]=[CH:10][C:11]=2[CH2:12][NH:13][CH2:14][CH2:15]1. The yield is 0.600. (8) The reactants are Br[C:2]1[CH:3]=[C:4]2[C:24]([C:25]([CH3:28])([CH3:27])[CH:26]=1)=[C:7]1[CH:8]=[C:9]3[C:22](=[CH:23][C:6]1=[CH:5]2)[C:21]1[C:16](=[CH:17][CH:18]=[CH:19][CH:20]=1)[C:15]1[C:10]3=[CH:11][CH:12]=[CH:13][CH:14]=1.[B:38]1([B:38]2[O:42][C:41]([CH3:44])([CH3:43])[C:40]([CH3:46])([CH3:45])[O:39]2)[O:42][C:41]([CH3:44])([CH3:43])[C:40]([CH3:46])([CH3:45])[O:39]1.C([O-])(=O)C.[K+]. The catalyst is C1C=CC([P]([Pd]([P](C2C=CC=CC=2)(C2C=CC=CC=2)C2C=CC=CC=2)([P](C2C=CC=CC=2)(C2C=CC=CC=2)C2C=CC=CC=2)[P](C2C=CC=CC=2)(C2C=CC=CC=2)C2C=CC=CC=2)(C2C=CC=CC=2)C2C=CC=CC=2)=CC=1.O1CCOCC1. The product is [CH3:27][C:25]1([CH3:28])[C:24]2[C:4]([CH:5]=[C:6]3[CH:23]=[C:22]4[C:9]([C:10]5[C:15]([C:16]6[C:21]4=[CH:20][CH:19]=[CH:18][CH:17]=6)=[CH:14][CH:13]=[CH:12][CH:11]=5)=[CH:8][C:7]3=2)=[CH:3][C:2]([B:38]2[O:39][C:40]([CH3:45])([CH3:46])[C:41]([CH3:43])([CH3:44])[O:42]2)=[CH:26]1. The yield is 0.800. (9) The catalyst is C1(C)C=CC=CC=1.C1C=CC(/C=C/C(/C=C/C2C=CC=CC=2)=O)=CC=1.C1C=CC(/C=C/C(/C=C/C2C=CC=CC=2)=O)=CC=1.C1C=CC(/C=C/C(/C=C/C2C=CC=CC=2)=O)=CC=1.[Pd].[Pd]. The product is [Cl:17][C:12]1[C:11]([F:18])=[C:10]([N:8]([CH3:9])[C:6]2[CH:5]=[CH:4][N:3]=[C:2]([NH:32][C:22]3[CH:21]=[C:20]([Cl:19])[CH:25]=[C:24]([N:26]4[CH2:27][CH2:28][O:29][CH2:30][CH2:31]4)[N:23]=3)[N:7]=2)[CH:15]=[CH:14][C:13]=1[F:16]. The reactants are Cl[C:2]1[N:7]=[C:6]([N:8]([C:10]2[CH:15]=[CH:14][C:13]([F:16])=[C:12]([Cl:17])[C:11]=2[F:18])[CH3:9])[CH:5]=[CH:4][N:3]=1.[Cl:19][C:20]1[CH:25]=[C:24]([N:26]2[CH2:31][CH2:30][O:29][CH2:28][CH2:27]2)[N:23]=[C:22]([NH2:32])[CH:21]=1.C(=O)([O-])[O-].[K+].[K+].CC1(C)C2C(=C(P(C3C=CC=CC=3)C3C=CC=CC=3)C=CC=2)OC2C(P(C3C=CC=CC=3)C3C=CC=CC=3)=CC=CC1=2. The yield is 0.790.